From a dataset of Forward reaction prediction with 1.9M reactions from USPTO patents (1976-2016). Predict the product of the given reaction. Given the reactants [C:1]([C:4]1[S:5][CH:6]=[CH:7][CH:8]=1)(=[O:3])[CH3:2].[CH3:9][O:10][C:11]1[CH:16]=[CH:15][C:14]([C:17]2[N:18]=[C:19]3[N:23]([C:24]=2[CH:25]=O)[CH:22]=[CH:21][S:20]3)=[CH:13][CH:12]=1.[OH-].[Na+], predict the reaction product. The product is: [CH3:9][O:10][C:11]1[CH:16]=[CH:15][C:14]([C:17]2[N:18]=[C:19]3[N:23]([C:24]=2/[CH:25]=[CH:2]/[C:1]([C:4]2[S:5][CH:6]=[CH:7][CH:8]=2)=[O:3])[CH:22]=[CH:21][S:20]3)=[CH:13][CH:12]=1.